This data is from Full USPTO retrosynthesis dataset with 1.9M reactions from patents (1976-2016). The task is: Predict the reactants needed to synthesize the given product. (1) Given the product [Cl:65][C:66]1[CH:74]=[CH:73][C:72]([S:75]([N:78]2[C:84](=[O:85])[CH:83]([CH2:86][C:87]3[CH:92]=[C:91]([Cl:93])[CH:90]=[CH:89][C:88]=3[O:94][CH3:95])[CH2:82][NH:81][C:80](=[O:96])[CH2:79]2)(=[O:77])=[O:76])=[CH:71][C:67]=1[C:16]([NH:18][CH:19]1[CH2:31][CH2:32]1)=[O:17], predict the reactants needed to synthesize it. The reactants are: ClC1C=CC(OC)=C(C=1)[CH2:32][CH:31]1C(=O)N([C:16]([NH:18][CH:19]([CH2:31][CH3:32])C(NCC(OC(C)(C)C)=O)=O)=[O:17])C[C:16](=[O:17])[NH:18][CH2:19]1.ClC1C=CC(OC)=C(C=1)CC1C(=O)N(C(N[C@H](CC)C(O)=O)=O)CC(=O)NC1.[Cl:65][C:66]1[CH:74]=[CH:73][C:72]([S:75]([N:78]2[C:84](=[O:85])[CH:83]([CH2:86][C:87]3[CH:92]=[C:91]([Cl:93])[CH:90]=[CH:89][C:88]=3[O:94][CH3:95])[CH2:82][NH:81][C:80](=[O:96])[CH2:79]2)(=[O:77])=[O:76])=[CH:71][C:67]=1C(O)=O.Cl.C(OC(=O)CN)(C)(C)C.C1(N)CC1. (2) Given the product [N+:11]([C:14]1[C:19]2[NH:20][C:21]([CH2:24][NH2:25])([C:26]3[CH:31]=[CH:30][CH:29]=[CH:28][N:27]=3)[CH2:22][O:23][C:18]=2[CH:17]=[CH:16][CH:15]=1)([O-:13])=[O:12], predict the reactants needed to synthesize it. The reactants are: [H-].C([Al+]CC(C)C)C(C)C.[N+:11]([C:14]1[C:19]2[NH:20][C:21]([C:26]3[CH:31]=[CH:30][CH:29]=[CH:28][N:27]=3)([C:24]#[N:25])[CH2:22][O:23][C:18]=2[CH:17]=[CH:16][CH:15]=1)([O-:13])=[O:12]. (3) Given the product [Br:1][C:2]1[CH:8]=[CH:7][C:5]([NH:6][C:15](=[O:16])[CH:14]([N:9]2[CH2:13][CH2:12][CH2:11][CH2:10]2)[CH3:18])=[CH:4][CH:3]=1, predict the reactants needed to synthesize it. The reactants are: [Br:1][C:2]1[CH:8]=[CH:7][C:5]([NH2:6])=[CH:4][CH:3]=1.[N:9]1([CH:14]([CH3:18])[C:15](O)=[O:16])[CH2:13][CH2:12][CH2:11][CH2:10]1.C(N(C(C)C)CC)(C)C.CN(C(ON1N=NC2C=CC=CC1=2)=[N+](C)C)C.F[P-](F)(F)(F)(F)F. (4) Given the product [Br:12][C:13]1[CH:14]=[CH:15][CH:16]=[C:17]2[C:21]=1[N:20]([CH3:22])[C:19]([C:23](=[O:24])/[CH:5]=[N:6]/[NH2:7])=[CH:18]2, predict the reactants needed to synthesize it. The reactants are: C[Si]([CH:5]=[N+:6]=[N-:7])(C)C.CN(C)C.[Br:12][C:13]1[CH:14]=[CH:15][CH:16]=[C:17]2[C:21]=1[N:20]([CH3:22])[C:19]([C:23](Cl)=[O:24])=[CH:18]2.[Cl-].[NH4+]. (5) Given the product [CH:20]([C:17]1[CH:18]=[CH:19][C:14]2[C:27]([NH:1][C:2]3[CH:3]=[C:4]([CH:9]=[CH:10][CH:11]=3)[C:5]([O:7][CH3:8])=[O:6])=[N:25][CH:24]=[N:23][C:15]=2[N:16]=1)([CH3:21])[CH3:22], predict the reactants needed to synthesize it. The reactants are: [NH2:1][C:2]1[CH:3]=[C:4]([CH:9]=[CH:10][CH:11]=1)[C:5]([O:7][CH3:8])=[O:6].C([C:14]1[C:15](/[N:23]=[CH:24]/[N:25]([CH3:27])C)=[N:16][C:17]([CH:20]([CH3:22])[CH3:21])=[CH:18][CH:19]=1)#N.O. (6) Given the product [CH3:1][O:2][C:3](=[O:22])[C@@H:4]([NH2:14])[CH2:5][CH2:6][O:7][C:8]1[CH:13]=[CH:12][CH:11]=[CH:10][CH:9]=1, predict the reactants needed to synthesize it. The reactants are: [CH3:1][O:2][C:3](=[O:22])[C@@H:4]([NH:14]C(OC(C)(C)C)=O)[CH2:5][CH2:6][O:7][C:8]1[CH:13]=[CH:12][CH:11]=[CH:10][CH:9]=1.FC(F)(F)C(O)=O. (7) Given the product [O:23]=[C:18]1[NH:19][C:20](=[O:22])/[C:21](=[CH:15]/[C:12]2[CH:13]=[CH:14][C:9]3[N:10]([C:6]([C:4]([NH:3][CH2:1][CH3:2])=[O:5])=[CH:7][N:8]=3)[CH:11]=2)/[S:17]1, predict the reactants needed to synthesize it. The reactants are: [CH2:1]([NH:3][C:4]([C:6]1[N:10]2[CH:11]=[C:12]([CH:15]=O)[CH:13]=[CH:14][C:9]2=[N:8][CH:7]=1)=[O:5])[CH3:2].[S:17]1[CH2:21][C:20](=[O:22])[NH:19][C:18]1=[O:23].N1CCCCC1.CC(O)=O. (8) Given the product [F:15][C:2]1([F:1])[O:6][C:5]2[CH:7]=[CH:8][C:9]([C:11](=[O:14])[CH2:12][CH3:13])=[CH:10][C:4]=2[O:3]1, predict the reactants needed to synthesize it. The reactants are: [F:1][C:2]1([F:15])[O:6][C:5]2[CH:7]=[CH:8][C:9]([CH:11]([OH:14])[CH2:12][CH3:13])=[CH:10][C:4]=2[O:3]1. (9) Given the product [CH3:1][C:2]1[CH:3]=[CH:4][C:5]2[C:6]3[N:14]4[CH2:15][CH2:16][CH:11]([CH2:12][CH2:13]4)[C:7]=3[N:8]([CH2:25][CH2:24][C:21]3[CH:20]=[N:19][C:18]([CH3:17])=[CH:23][CH:22]=3)[C:9]=2[CH:10]=1, predict the reactants needed to synthesize it. The reactants are: [CH3:1][C:2]1[CH:3]=[CH:4][C:5]2[C:6]3[N:14]4[CH2:15][CH2:16][CH:11]([CH2:12][CH2:13]4)[C:7]=3[NH:8][C:9]=2[CH:10]=1.[CH3:17][C:18]1[CH:23]=[CH:22][C:21]([CH:24]=[CH2:25])=[CH:20][N:19]=1. (10) Given the product [CH:1]1([CH2:4][O:5][C:6]2[CH:7]=[C:8]([C:16](=[O:18])[CH:17]=[CH:21][N:22]([CH3:24])[CH3:23])[CH:9]=[CH:10][C:11]=2[O:12][CH:13]([F:15])[F:14])[CH2:3][CH2:2]1, predict the reactants needed to synthesize it. The reactants are: [CH:1]1([CH2:4][O:5][C:6]2[CH:7]=[C:8]([C:16](=[O:18])[CH3:17])[CH:9]=[CH:10][C:11]=2[O:12][CH:13]([F:15])[F:14])[CH2:3][CH2:2]1.CO[CH:21](OC)[N:22]([CH3:24])[CH3:23].